Dataset: Forward reaction prediction with 1.9M reactions from USPTO patents (1976-2016). Task: Predict the product of the given reaction. Given the reactants Br[C:2]1[NH:3][C:4]2[C:9]([C:10]=1C1CCCCC1)=[CH:8][CH:7]=[C:6]([C:17]([O:19]C)=[O:18])[CH:5]=2.[Li+].[OH-].Cl, predict the reaction product. The product is: [NH:3]1[C:4]2[C:9](=[CH:8][CH:7]=[C:6]([C:17]([OH:19])=[O:18])[CH:5]=2)[CH:10]=[CH:2]1.